Predict the reactants needed to synthesize the given product. From a dataset of Full USPTO retrosynthesis dataset with 1.9M reactions from patents (1976-2016). (1) Given the product [Cl:1][C:2]1[CH:3]=[C:4]2[C:10]([C:31]3[N:36]=[C:35]([NH:37][C@H:38]4[CH2:49][CH2:48][CH2:47][C@:40]5([O:44][C:43](=[O:45])[N:42]([CH3:46])[CH2:41]5)[CH2:39]4)[C:34]([F:50])=[CH:33][N:32]=3)=[CH:9][N:8]([S:20]([C:23]3[CH:28]=[CH:27][C:26]([CH3:29])=[CH:25][CH:24]=3)(=[O:21])=[O:22])[C:5]2=[N:6][CH:7]=1, predict the reactants needed to synthesize it. The reactants are: [Cl:1][C:2]1[CH:3]=[C:4]2[C:10](B3OC(C)(C)C(C)(C)O3)=[CH:9][N:8]([S:20]([C:23]3[CH:28]=[CH:27][C:26]([CH3:29])=[CH:25][CH:24]=3)(=[O:22])=[O:21])[C:5]2=[N:6][CH:7]=1.Cl[C:31]1[N:36]=[C:35]([NH:37][C@H:38]2[CH2:49][CH2:48][CH2:47][C@:40]3([O:44][C:43](=[O:45])[N:42]([CH3:46])[CH2:41]3)[CH2:39]2)[C:34]([F:50])=[CH:33][N:32]=1.C([O-])([O-])=O.[Na+].[Na+]. (2) The reactants are: [Cl:1][C:2]1[CH:3]=[C:4]2[C:9](=[CH:10][C:11]=1[OH:12])[NH:8][C:7](=[O:13])[C:6]([CH2:14][NH:15][C:16]1[CH:23]=[CH:22][C:19]([C:20]#[N:21])=[C:18]([CH3:24])[N:17]=1)=[CH:5]2.C1(P(C2C=CC=CC=2)C2C=CC=CC=2)C=CC=CC=1.[N:44]1[CH:49]=[CH:48][CH:47]=[CH:46][C:45]=1[CH2:50]O.N(/C(OC(C)C)=O)=N\C(OC(C)C)=O. Given the product [Cl:1][C:2]1[CH:3]=[C:4]2[C:9](=[CH:10][C:11]=1[O:12][CH2:50][C:45]1[CH:46]=[CH:47][CH:48]=[CH:49][N:44]=1)[NH:8][C:7](=[O:13])[C:6]([CH2:14][NH:15][C:16]1[CH:23]=[CH:22][C:19]([C:20]#[N:21])=[C:18]([CH3:24])[N:17]=1)=[CH:5]2, predict the reactants needed to synthesize it. (3) Given the product [NH2:22][C:3]1[C:2]([C:36]2[CH:37]=[CH:38][C:33]([C:31]([NH:30][CH2:23][C:24]3[CH:25]=[CH:26][CH:27]=[CH:28][CH:29]=3)=[O:32])=[C:34]([F:42])[CH:35]=2)=[N:7][C:6]([CH:8]2[CH2:13][CH2:12][CH2:11][CH:10]([O:14][Si:15]([C:18]([CH3:21])([CH3:20])[CH3:19])([CH3:17])[CH3:16])[CH2:9]2)=[CH:5][N:4]=1, predict the reactants needed to synthesize it. The reactants are: Br[C:2]1[C:3]([NH2:22])=[N:4][CH:5]=[C:6]([CH:8]2[CH2:13][CH2:12][CH2:11][CH:10]([O:14][Si:15]([C:18]([CH3:21])([CH3:20])[CH3:19])([CH3:17])[CH3:16])[CH2:9]2)[N:7]=1.[CH2:23]([NH:30][C:31]([C:33]1[CH:38]=[CH:37][C:36](B(O)O)=[CH:35][C:34]=1[F:42])=[O:32])[C:24]1[CH:29]=[CH:28][CH:27]=[CH:26][CH:25]=1.COCCOC.C([O-])([O-])=O.[Na+].[Na+].